The task is: Predict the reaction yield, written as a fraction of the theoretical maximum amount of product (1.0 means a 100% yield; for example, 0.34 means a 34% yield).. This data is from Reaction yield outcomes from USPTO patents with 853,638 reactions. (1) The reactants are [Cl:1][C:2]1[CH:10]=[C:9]2[C:5]([C:6]([CH:11]=[O:12])=[CH:7][NH:8]2)=[CH:4][C:3]=1[C:13]1[CH:14]=[N:15][C:16]([N:19]2[CH2:24][CH2:23][O:22][CH2:21][CH2:20]2)=[N:17][CH:18]=1.CC(=CC)C.Cl([O-])=[O:31].[Na+].O.O.OP([O-])(O)=O.[Na+]. The catalyst is C(#N)C.O.C(O)(C)(C)C. The product is [Cl:1][C:2]1[CH:10]=[C:9]2[C:5]([C:6]([C:11]([OH:31])=[O:12])=[CH:7][NH:8]2)=[CH:4][C:3]=1[C:13]1[CH:14]=[N:15][C:16]([N:19]2[CH2:24][CH2:23][O:22][CH2:21][CH2:20]2)=[N:17][CH:18]=1. The yield is 0.406. (2) The reactants are [F:1][C:2]([F:12])([F:11])[C:3]1[CH:10]=[CH:9][CH:8]=[CH:7][C:4]=1[CH:5]=O.[CH3:13][C:14]([CH3:16])=[O:15].[OH-].[Na+].O. The catalyst is C(O)C. The product is [F:1][C:2]([F:12])([F:11])[C:3]1[CH:10]=[CH:9][CH:8]=[CH:7][C:4]=1[CH:5]=[CH:13][C:14](=[O:15])[CH:16]=[CH:5][C:4]1[CH:7]=[CH:8][CH:9]=[CH:10][C:3]=1[C:2]([F:1])([F:11])[F:12]. The yield is 0.870. (3) The reactants are Cl.NO.[C:4](=[O:7])([O-])[OH:5].[Na+].[O:9]1[C:13]2([CH2:18][CH2:17][CH:16]([O:19][C:20]3[CH:25]=[CH:24][C:23]([N:26]4[C:31](=[O:32])[C:30]([CH2:33][C:34]5[CH:39]=[CH:38][C:37]([C:40]6[C:41]([C:46]#[N:47])=[CH:42][CH:43]=[CH:44][CH:45]=6)=[CH:36][CH:35]=5)=[C:29]([CH2:48][CH2:49][CH3:50])[N:28]=[C:27]4[CH2:51][CH3:52])=[CH:22][CH:21]=3)[CH2:15][CH2:14]2)[O:12][CH2:11][CH2:10]1.C(N1C=CN=C1)([N:55]1C=CN=C1)=O.N12CCCN=C1CCCCC2. The catalyst is CS(C)=O.C(OCC)(=O)C.O. The product is [O:12]1[C:13]2([CH2:14][CH2:15][CH:16]([O:19][C:20]3[CH:25]=[CH:24][C:23]([N:26]4[C:31](=[O:32])[C:30]([CH2:33][C:34]5[CH:35]=[CH:36][C:37]([C:40]6[CH:45]=[CH:44][CH:43]=[CH:42][C:41]=6[C:46]6[NH:55][C:4](=[O:7])[O:5][N:47]=6)=[CH:38][CH:39]=5)=[C:29]([CH2:48][CH2:49][CH3:50])[N:28]=[C:27]4[CH2:51][CH3:52])=[CH:22][CH:21]=3)[CH2:17][CH2:18]2)[O:9][CH2:10][CH2:11]1. The yield is 0.640. (4) The reactants are [Br:1][C:2]1[N:6]2[C:7]3[C:12]([CH2:13][CH2:14][C:5]2=[C:4]([C:21](O)=[O:22])[N:3]=1)=[CH:11][C:10]([O:15][CH3:16])=[C:9]([CH2:17][CH:18]([CH3:20])[CH3:19])[CH:8]=3.CCN(C(C)C)C(C)C.[CH3:33][C:34]1([CH3:40])[CH2:39][O:38][CH2:37][CH2:36][NH:35]1. The catalyst is C(Cl)Cl. The product is [Br:1][C:2]1[N:6]2[C:7]3[C:12]([CH2:13][CH2:14][C:5]2=[C:4]([C:21]([N:35]2[CH2:36][CH2:37][O:38][CH2:39][C:34]2([CH3:40])[CH3:33])=[O:22])[N:3]=1)=[CH:11][C:10]([O:15][CH3:16])=[C:9]([CH2:17][CH:18]([CH3:19])[CH3:20])[CH:8]=3. The yield is 1.00. (5) The reactants are C(OC([N:8](C(OC(C)(C)C)=O)[C:9]1[N:10]=[CH:11][C:12]([C:26]2[CH:47]=[CH:46][C:29]([C:30]([N:32]3[CH2:38][CH2:37][CH2:36][N:35](C(OC(C)(C)C)=O)[CH2:34][CH2:33]3)=[O:31])=[CH:28][C:27]=2[C:48]#[N:49])=[N:13][C:14]=1[C:15]1[O:16][C:17]([C:20]2[S:21][CH:22]=[CH:23][C:24]=2[CH3:25])=[N:18][N:19]=1)=O)(C)(C)C.C(O)(C(F)(F)F)=O. The catalyst is C(Cl)Cl.C(#N)C.CO. The product is [NH2:8][C:9]1[N:10]=[CH:11][C:12]([C:26]2[CH:47]=[CH:46][C:29]([C:30]([N:32]3[CH2:38][CH2:37][CH2:36][NH:35][CH2:34][CH2:33]3)=[O:31])=[CH:28][C:27]=2[C:48]#[N:49])=[N:13][C:14]=1[C:15]1[O:16][C:17]([C:20]2[S:21][CH:22]=[CH:23][C:24]=2[CH3:25])=[N:18][N:19]=1. The yield is 0.350. (6) The reactants are CNC([OH:5])C.[CH2:6]([O:13][C:14](Cl)=[O:15])[C:7]1[CH:12]=[CH:11][CH:10]=[CH:9][CH:8]=1.[CH2:17]([N:19]([CH2:22]C)CC)[CH3:18]. The catalyst is C(Cl)Cl. The product is [CH2:6]([O:13][C:14](=[O:15])[N:19]([CH2:17][CH2:18][OH:5])[CH3:22])[C:7]1[CH:12]=[CH:11][CH:10]=[CH:9][CH:8]=1. The yield is 0.900. (7) The yield is 0.859. The reactants are [C:1]1([CH2:7][O:8][C:9]([NH:11][CH2:12][C:13]2[CH:21]=[CH:20][C:16]([C:17]([OH:19])=O)=[CH:15][CH:14]=2)=[O:10])[CH:6]=[CH:5][CH:4]=[CH:3][CH:2]=1.C1C=C[C:25]2[N:30]([OH:31])N=NC=2C=1.[CH3:32]CN(C(C)C)C(C)C.C(Cl)CCl.Cl.COCN. The catalyst is CN(C=O)C. The product is [CH3:32][O:31][N:30]([CH3:25])[C:17]([C:16]1[CH:15]=[CH:14][C:13]([CH2:12][NH:11][C:9]([O:8][CH2:7][C:1]2[CH:2]=[CH:3][CH:4]=[CH:5][CH:6]=2)=[O:10])=[CH:21][CH:20]=1)=[O:19]. (8) The yield is 0.470. The reactants are [Cl:1][C:2]1[N:7]2[N:8]=[CH:9][CH:10]=[C:6]2[N:5]=[C:4]([NH2:11])[CH:3]=1.[Cl:12][C:13]1[N:18]2[N:19]=[C:20]([CH3:22])[CH:21]=[C:17]2[N:16]=[C:15]([NH2:23])[CH:14]=1.[C:24]([C:28]1[CH:36]=[CH:35][C:31]([C:32](Cl)=[O:33])=[CH:30][CH:29]=1)([CH3:27])([CH3:26])[CH3:25]. The product is [C:24]([C:28]1[CH:29]=[CH:30][C:31]([C:32]([NH:11][C:4]2[CH:3]=[C:2]([Cl:1])[N:7]3[N:8]=[CH:9][CH:10]=[C:6]3[N:5]=2)=[O:33])=[CH:35][CH:36]=1)([CH3:27])([CH3:25])[CH3:26].[C:24]([C:28]1[CH:29]=[CH:30][C:31]([C:32]([NH:23][C:15]2[CH:14]=[C:13]([Cl:12])[N:18]3[N:19]=[C:20]([CH3:22])[CH:21]=[C:17]3[N:16]=2)=[O:33])=[CH:35][CH:36]=1)([CH3:27])([CH3:25])[CH3:26]. The catalyst is N1C=CC=CC=1.